Dataset: Full USPTO retrosynthesis dataset with 1.9M reactions from patents (1976-2016). Task: Predict the reactants needed to synthesize the given product. (1) Given the product [CH3:25][P:26]1(=[O:27])[O:24][CH2:23][C:10]2([CH2:15][CH2:14][N:13]([C:16]([O:18][C:19]([CH3:20])([CH3:21])[CH3:22])=[O:17])[CH2:12][CH2:11]2)[CH2:9][O:8]1, predict the reactants needed to synthesize it. The reactants are: CCN(CC)CC.[OH:8][CH2:9][C:10]1([CH2:23][OH:24])[CH2:15][CH2:14][N:13]([C:16]([O:18][C:19]([CH3:22])([CH3:21])[CH3:20])=[O:17])[CH2:12][CH2:11]1.[CH3:25][P:26](Cl)(Cl)=[O:27]. (2) Given the product [CH3:9][O:10][C:11]1[CH:16]=[CH:15][C:14]([C:17](=[O:46])[CH2:18][N:19]2[C:24](=[O:25])[CH:23]=[C:22]([O:26][CH2:27][CH2:28][CH3:29])[N:21]([CH2:30][C:31]3[CH:32]=[CH:33][C:34]([C:37]4[CH:42]=[CH:41][CH:40]=[CH:39][C:38]=4[C:43]4[NH:47][C:4](=[O:7])[O:5][N:44]=4)=[CH:35][CH:36]=3)[C:20]2=[O:45])=[CH:13][CH:12]=1, predict the reactants needed to synthesize it. The reactants are: [Cl-].O[NH3+].[C:4](=[O:7])([O-])[OH:5].[Na+].[CH3:9][O:10][C:11]1[CH:16]=[CH:15][C:14]([C:17](=[O:46])[CH2:18][N:19]2[C:24](=[O:25])[CH:23]=[C:22]([O:26][CH2:27][CH2:28][CH3:29])[N:21]([CH2:30][C:31]3[CH:36]=[CH:35][C:34]([C:37]4[C:38]([C:43]#[N:44])=[CH:39][CH:40]=[CH:41][CH:42]=4)=[CH:33][CH:32]=3)[C:20]2=[O:45])=[CH:13][CH:12]=1.[N:47]12CCCN=C1CCCCC2. (3) The reactants are: C[O:2][C:3]([C:5]1[CH2:9][CH:8]([C:10]2[CH:15]=[CH:14][CH:13]=[CH:12][C:11]=2[Cl:16])[N:7]([C:17]2[CH:22]=[CH:21][C:20]([Br:23])=[CH:19][CH:18]=2)[N:6]=1)=[O:4].[OH-].[K+].CO. Given the product [Br:23][C:20]1[CH:21]=[CH:22][C:17]([N:7]2[CH:8]([C:10]3[CH:15]=[CH:14][CH:13]=[CH:12][C:11]=3[Cl:16])[CH2:9][C:5]([C:3]([OH:4])=[O:2])=[N:6]2)=[CH:18][CH:19]=1, predict the reactants needed to synthesize it. (4) Given the product [ClH:1].[NH2:25][C:26]1[CH:33]=[C:32]([NH:34][C:2]2[N:11]=[C:10]([N:12]3[CH2:16][CH2:15][C@H:14]([NH:17][C:18](=[O:24])[O:19][C:20]([CH3:23])([CH3:22])[CH3:21])[CH2:13]3)[C:9]3[C:4](=[CH:5][CH:6]=[CH:7][CH:8]=3)[N:3]=2)[CH:31]=[C:28]([C:29]#[N:30])[CH:27]=1, predict the reactants needed to synthesize it. The reactants are: [Cl:1][C:2]1[N:11]=[C:10]([N:12]2[CH2:16][CH2:15][C@H:14]([NH:17][C:18](=[O:24])[O:19][C:20]([CH3:23])([CH3:22])[CH3:21])[CH2:13]2)[C:9]2[C:4](=[CH:5][CH:6]=[CH:7][CH:8]=2)[N:3]=1.[NH2:25][C:26]1[CH:27]=[C:28]([CH:31]=[C:32]([NH2:34])[CH:33]=1)[C:29]#[N:30]. (5) Given the product [N:4]1[C:5]2[C:10](=[CH:9][CH:8]=[CH:7][C:6]=2[C:12]#[CH:13])[CH:11]=[CH:2][CH:3]=1, predict the reactants needed to synthesize it. The reactants are: C[C:2]1[C:3](C)=[N:4][C:5]2[C:10]([CH:11]=1)=[CH:9][CH:8]=[CH:7][C:6]=2[C:12]#[C:13]CO.[OH-].[Na+].C1(C)C=CC=CC=1.